Dataset: Full USPTO retrosynthesis dataset with 1.9M reactions from patents (1976-2016). Task: Predict the reactants needed to synthesize the given product. (1) Given the product [CH2:1]([C:3]1[CH:8]=[CH:7][C:6]([C:9](=[O:12])[CH:10]=[CH2:11])=[CH:5][CH:4]=1)[CH3:2], predict the reactants needed to synthesize it. The reactants are: [CH2:1]([C:3]1[CH:8]=[CH:7][CH:6]=[CH:5][CH:4]=1)[CH3:2].[C:9](Cl)(=[O:12])[CH:10]=[CH2:11].[Cl-].[Al+3].[Cl-].[Cl-]. (2) Given the product [CH2:1]([C:5]1[N:9]([C:10]2[CH:15]=[CH:14][CH:13]=[CH:12][CH:11]=2)[N:8]=[C:7]([CH2:16][OH:17])[CH:6]=1)[CH:2]([CH3:4])[CH3:3], predict the reactants needed to synthesize it. The reactants are: [CH2:1]([C:5]1[N:9]([C:10]2[CH:15]=[CH:14][CH:13]=[CH:12][CH:11]=2)[N:8]=[C:7]([C:16](OCC)=[O:17])[CH:6]=1)[CH:2]([CH3:4])[CH3:3].C(OCC)C.ClCCl.[H-].[Al+3].[Li+].[H-].[H-].[H-]. (3) Given the product [C:1]([C:3]1([CH2:9][C:10]2[CH:15]=[CH:14][C:13]([CH:16]([CH3:21])[C:17]([OH:19])=[O:18])=[CH:12][CH:11]=2)[C:7](=[O:8])[CH2:6][S:5][CH2:4]1)#[N:2], predict the reactants needed to synthesize it. The reactants are: [C:1]([C:3]1([CH2:9][C:10]2[CH:15]=[CH:14][C:13]([CH:16]([CH3:21])[C:17]([O:19]C)=[O:18])=[CH:12][CH:11]=2)[C:7](=[O:8])[CH2:6][S:5][CH2:4]1)#[N:2].Br. (4) Given the product [CH2:18]([N:15]1[C:16]2[C:11](=[CH:10][C:9]([CH3:23])=[C:8]([C:6]3[CH:7]=[C:2]([C:31]#[C:30][CH2:29][OH:32])[CH:3]=[CH:4][C:5]=3[O:24][C:25]([F:27])([F:28])[F:26])[CH:17]=2)[C:12]([CH3:21])([CH3:22])[CH2:13][C:14]1=[O:20])[CH3:19], predict the reactants needed to synthesize it. The reactants are: Br[C:2]1[CH:3]=[CH:4][C:5]([O:24][C:25]([F:28])([F:27])[F:26])=[C:6]([C:8]2[CH:17]=[C:16]3[C:11]([C:12]([CH3:22])([CH3:21])[CH2:13][C:14](=[O:20])[N:15]3[CH2:18][CH3:19])=[CH:10][C:9]=2[CH3:23])[CH:7]=1.[CH2:29]([OH:32])[C:30]#[CH:31]. (5) Given the product [ClH:1].[OH:16][C:9]1[C:10]2[NH:11][C:12](=[O:15])[S:13][C:14]=2[C:6]([C@@H:4]([OH:5])[CH2:3][NH:2][CH2:31][CH2:30][S:29][CH2:28][CH2:27][CH2:26][O:25][CH2:17][CH2:18][C:19]2[CH:20]=[CH:21][CH:22]=[CH:23][CH:24]=2)=[CH:7][CH:8]=1, predict the reactants needed to synthesize it. The reactants are: [ClH:1].[NH2:2][CH2:3][C@@H:4]([C:6]1[C:14]2[S:13][C:12](=[O:15])[NH:11][C:10]=2[C:9]([OH:16])=[CH:8][CH:7]=1)[OH:5].[CH2:17]([O:25][CH2:26][CH2:27][CH2:28][S:29][CH2:30][CH:31]=O)[CH2:18][C:19]1[CH:24]=[CH:23][CH:22]=[CH:21][CH:20]=1. (6) Given the product [F:9][C:4]1[CH:3]=[C:2]([C:14]2[CH:13]=[CH:12][C:11]([F:10])=[CH:16][C:15]=2[F:17])[CH:7]=[CH:6][C:5]=1[NH2:8], predict the reactants needed to synthesize it. The reactants are: Br[C:2]1[CH:7]=[CH:6][C:5]([NH2:8])=[C:4]([F:9])[CH:3]=1.[F:10][C:11]1[CH:16]=[C:15]([F:17])[CH:14]=[CH:13][C:12]=1B(O)O.C(=O)([O-])[O-].[Na+].[Na+]. (7) The reactants are: [CH3:1][C:2]1[O:6][N:5]=[C:4]([NH2:7])[N:3]=1.[CH:8]1[C:21]2[CH:20]([C:22](Cl)=[O:23])[C:19]3[C:14](=[CH:15][CH:16]=[CH:17][CH:18]=3)[O:13][C:12]=2[CH:11]=[CH:10][CH:9]=1. Given the product [CH3:1][C:2]1[O:6][N:5]=[C:4]([NH:7][C:22]([CH:20]2[C:21]3[CH:8]=[CH:9][CH:10]=[CH:11][C:12]=3[O:13][C:14]3[C:19]2=[CH:18][CH:17]=[CH:16][CH:15]=3)=[O:23])[N:3]=1, predict the reactants needed to synthesize it.